From a dataset of Peptide-MHC class I binding affinity with 185,985 pairs from IEDB/IMGT. Regression. Given a peptide amino acid sequence and an MHC pseudo amino acid sequence, predict their binding affinity value. This is MHC class I binding data. The peptide sequence is ILRNQDDREL. The MHC is HLA-A02:01 with pseudo-sequence HLA-A02:01. The binding affinity (normalized) is 0.149.